From a dataset of Reaction yield outcomes from USPTO patents with 853,638 reactions. Predict the reaction yield, written as a fraction of the theoretical maximum amount of product (1.0 means a 100% yield; for example, 0.34 means a 34% yield). (1) The reactants are [CH:1]1([CH2:6][CH:7]([C:11]2[CH:16]=[CH:15][C:14]([S:17][CH3:18])=[CH:13][CH:12]=2)[C:8]([OH:10])=O)[CH2:5][CH2:4][CH2:3][CH2:2]1.C1(P(C2C=CC=CC=2)C2C=CC=CC=2)C=CC=CC=1.BrN1C(=O)CCC1=O.[NH2:46][C:47]1[CH:52]=[CH:51][CH:50]=[CH:49][N:48]=1. The catalyst is C(Cl)Cl. The product is [CH:1]1([CH2:6][CH:7]([C:11]2[CH:16]=[CH:15][C:14]([S:17][CH3:18])=[CH:13][CH:12]=2)[C:8]([NH:46][C:47]2[CH:52]=[CH:51][CH:50]=[CH:49][N:48]=2)=[O:10])[CH2:2][CH2:3][CH2:4][CH2:5]1. The yield is 0.320. (2) The reactants are [CH3:1][C:2]1[C:6]2[C:7](=[O:20])[N:8]([CH2:12][CH2:13][N:14]3[CH2:19][CH2:18][CH2:17][CH2:16][CH2:15]3)[CH2:9][CH2:10][CH2:11][C:5]=2[NH:4][C:3]=1[CH:21]=O.[Cl:23][C:24]1[CH:29]=[CH:28][CH:27]=[C:26]([Cl:30])[C:25]=1[CH2:31][S:32]([C:35]1[CH:36]=[C:37]2[C:41](=[CH:42][CH:43]=1)[NH:40][C:39](=[O:44])[CH2:38]2)(=[O:34])=[O:33].N1CCCCC1. The catalyst is C(O)C. The product is [Cl:30][C:26]1[CH:27]=[CH:28][CH:29]=[C:24]([Cl:23])[C:25]=1[CH2:31][S:32]([C:35]1[CH:36]=[C:37]2[C:41](=[CH:42][CH:43]=1)[NH:40][C:39](=[O:44])/[C:38]/2=[CH:21]\[C:3]1[NH:4][C:5]2[CH2:11][CH2:10][CH2:9][N:8]([CH2:12][CH2:13][N:14]3[CH2:19][CH2:18][CH2:17][CH2:16][CH2:15]3)[C:7](=[O:20])[C:6]=2[C:2]=1[CH3:1])(=[O:34])=[O:33]. The yield is 0.775.